Dataset: Catalyst prediction with 721,799 reactions and 888 catalyst types from USPTO. Task: Predict which catalyst facilitates the given reaction. (1) Reactant: C(O[C:4]([C:6]1[N:7]=[C:8]([I:11])[S:9][CH:10]=1)=[O:5])C.BrC1SC=C(C(O)=O)N=1.[CH:21]1[CH:22]=[CH:23][C:24]2N(O)N=[N:27][C:25]=2[CH:26]=1.Cl.CN(C)CCCN=C=NCC.CC1CCCCN1. Product: [I:11][C:8]1[S:9][CH:10]=[C:6]([C:4]([N:27]2[CH2:23][CH2:22][CH2:21][CH2:26][CH:25]2[CH3:24])=[O:5])[N:7]=1. The catalyst class is: 545. (2) Reactant: [N+:1]([C:4]1[CH:25]=[CH:24][C:7]2[NH:8][C:9](=[C:11]([C:14]3[N:19]=[C:18]([C:20]([F:23])([F:22])[F:21])[CH:17]=[CH:16][N:15]=3)[C:12]#[N:13])[S:10][C:6]=2[CH:5]=1)([O-:3])=[O:2].[OH2:26]. Product: [N+:1]([C:4]1[CH:25]=[CH:24][C:7]2[NH:8][C:9](=[C:11]([C:14]3[N:19]=[C:18]([C:20]([F:23])([F:22])[F:21])[CH:17]=[CH:16][N:15]=3)[C:12]([NH2:13])=[O:26])[S:10][C:6]=2[CH:5]=1)([O-:3])=[O:2]. The catalyst class is: 65.